Dataset: Full USPTO retrosynthesis dataset with 1.9M reactions from patents (1976-2016). Task: Predict the reactants needed to synthesize the given product. (1) Given the product [C:15]1([C:23]2[CH:24]=[CH:25][CH:26]=[CH:27][CH:28]=2)[CH:20]=[CH:19][CH:18]=[CH:17][C:16]=1[CH2:21][N:12]1[CH2:11][CH2:10][N:9]([C:4]2[CH:3]=[C:2]([CH3:1])[CH:7]=[C:6]([CH3:8])[CH:5]=2)[CH2:14][CH2:13]1, predict the reactants needed to synthesize it. The reactants are: [CH3:1][C:2]1[CH:3]=[C:4]([N:9]2[CH2:14][CH2:13][NH:12][CH2:11][CH2:10]2)[CH:5]=[C:6]([CH3:8])[CH:7]=1.[C:15]1([C:23]2[CH:28]=[CH:27][CH:26]=[CH:25][CH:24]=2)[C:16]([CH:21]=O)=[CH:17][CH:18]=[CH:19][CH:20]=1.[BH-](OC(C)=O)(OC(C)=O)OC(C)=O.[Na+].C1(C2C=CC=CC=2)C=CC=CC=1CN1CCN(C2C=CC=CC=2)CC1. (2) Given the product [CH:15]1([O:1][C:2]2[CH:14]=[CH:13][C:5]3[C:6](=[O:12])[O:7][C:8]([CH3:10])([CH3:11])[O:9][C:4]=3[CH:3]=2)[CH2:20][CH2:19][CH2:18][CH2:17][CH2:16]1, predict the reactants needed to synthesize it. The reactants are: [OH:1][C:2]1[CH:14]=[CH:13][C:5]2[C:6](=[O:12])[O:7][C:8]([CH3:11])([CH3:10])[O:9][C:4]=2[CH:3]=1.[CH:15]1(O)[CH2:20][CH2:19][CH2:18][CH2:17][CH2:16]1. (3) Given the product [N+:13]([C:16]1[CH:24]=[CH:23][C:19]([C:20]([O:1][C:2]2[C:11]3[C:6](=[C:7]([O:12][C:20](=[O:21])[C:19]4[CH:23]=[CH:24][C:16]([N+:13]([O-:14])=[O:25])=[CH:17][CH:18]=4)[CH:8]=[CH:9][CH:10]=3)[CH:5]=[CH:4][CH:3]=2)=[O:21])=[CH:18][CH:17]=1)([O-:15])=[O:14], predict the reactants needed to synthesize it. The reactants are: [OH:1][C:2]1[C:11]2[C:6](=[C:7]([OH:12])[CH:8]=[CH:9][CH:10]=2)[CH:5]=[CH:4][CH:3]=1.[N+:13]([C:16]1[CH:24]=[CH:23][C:19]([C:20](Cl)=[O:21])=[CH:18][CH:17]=1)([O-:15])=[O:14].[OH2:25]. (4) Given the product [C:1]([N:8]1[CH2:13][CH2:12][CH:11]([O:14][C:16]2[CH:21]=[CH:20][CH:19]=[C:18]([CH3:22])[N:17]=2)[CH2:10][CH2:9]1)([O:3][C:4]([CH3:7])([CH3:6])[CH3:5])=[O:2], predict the reactants needed to synthesize it. The reactants are: [C:1]([N:8]1[CH2:13][CH2:12][CH:11]([OH:14])[CH2:10][CH2:9]1)([O:3][C:4]([CH3:7])([CH3:6])[CH3:5])=[O:2].Cl[C:16]1[CH:21]=[CH:20][CH:19]=[C:18]([CH3:22])[N:17]=1.C(N1CCC(OC2C=CC=CN=2)CC1)(OC(C)(C)C)=O.